From a dataset of Peptide-MHC class II binding affinity with 134,281 pairs from IEDB. Regression. Given a peptide amino acid sequence and an MHC pseudo amino acid sequence, predict their binding affinity value. This is MHC class II binding data. (1) The peptide sequence is SQDLELSWNLNGAQAY. The MHC is HLA-DQA10101-DQB10501 with pseudo-sequence HLA-DQA10101-DQB10501. The binding affinity (normalized) is 0.657. (2) The peptide sequence is IDTLKKNENIKEL. The MHC is HLA-DQA10101-DQB10501 with pseudo-sequence HLA-DQA10101-DQB10501. The binding affinity (normalized) is 0.311. (3) The peptide sequence is ANGYFSGHVIPACKN. The MHC is HLA-DQA10102-DQB10602 with pseudo-sequence HLA-DQA10102-DQB10602. The binding affinity (normalized) is 0.270. (4) The peptide sequence is LNVTSEDLGKTFSVG. The MHC is HLA-DQA10103-DQB10603 with pseudo-sequence HLA-DQA10103-DQB10603. The binding affinity (normalized) is 0.316. (5) The peptide sequence is GYKVLVLNPSVAATLGFGAY. The MHC is DRB1_0803 with pseudo-sequence QEFFIASGAAVDAIMESGFDYYSIDRLTYHVGFT. The binding affinity (normalized) is 0.279.